Predict the reactants needed to synthesize the given product. From a dataset of Full USPTO retrosynthesis dataset with 1.9M reactions from patents (1976-2016). (1) Given the product [CH2:1]([O:5][Si:6]([C:9]([CH3:12])([CH3:11])[CH3:10])([CH3:7])[CH3:8])[C@H:2]1[O:4][CH2:3]1, predict the reactants needed to synthesize it. The reactants are: [CH2:1]([O:5][Si:6]([C:9]([CH3:12])([CH3:11])[CH3:10])([CH3:8])[CH3:7])[CH:2]1[O:4][CH2:3]1.O.C(OCC1C=CC=CC=1)[C@@H]1OC1. (2) Given the product [Cl:1][C:2]1[C:11]([C:12]([CH:26]2[C:27](=[O:31])[CH2:28][CH2:29][CH2:30][C:25]2=[O:32])=[O:14])=[C:10]([CH:15]([F:17])[F:16])[C:9]2[C:4](=[N:5][C:6]([CH3:18])=[CH:7][CH:8]=2)[N:3]=1, predict the reactants needed to synthesize it. The reactants are: [Cl:1][C:2]1[C:11]([C:12]([OH:14])=O)=[C:10]([CH:15]([F:17])[F:16])[C:9]2[C:4](=[N:5][C:6]([CH3:18])=[CH:7][CH:8]=2)[N:3]=1.C(Cl)(=O)C(Cl)=O.[C:25]1(=[O:32])[CH2:30][CH2:29][CH2:28][C:27](=[O:31])[CH2:26]1.Cl. (3) Given the product [CH3:1][C:2]1[NH:6][N:5]=[CH:4][C:3]=1[C:7]1[S:15][C:14]2[C:13](=[O:16])[NH:12][C:11]([C@@H:17]3[N:22]([C:23]([O:25][C:26]([CH3:29])([CH3:28])[CH3:27])=[O:24])[CH2:21][C@H:20]4[C@@H:18]3[CH2:19]4)=[N:10][C:9]=2[CH:8]=1.[CH3:1][C:2]1[NH:6][N:5]=[CH:4][C:3]=1[C:7]1[S:15][C:14]2[C:13](=[O:16])[NH:12][C:11]([C@H:17]3[N:22]([C:23]([O:25][C:26]([CH3:29])([CH3:28])[CH3:27])=[O:24])[CH2:21][C@@H:20]4[C@H:18]3[CH2:19]4)=[N:10][C:9]=2[CH:8]=1, predict the reactants needed to synthesize it. The reactants are: [CH3:1][C:2]1[NH:6][N:5]=[CH:4][C:3]=1[C:7]1[S:15][C:14]2[C:13](=[O:16])[NH:12][C:11]([C@H:17]3[N:22]([C:23]([O:25][C:26]([CH3:29])([CH3:28])[CH3:27])=[O:24])[CH2:21][C@@H:20]4[C@H:18]3[CH2:19]4)=[N:10][C:9]=2[CH:8]=1. (4) The reactants are: C(O)C.[F:4][C:5]([F:18])([F:17])[C:6]1[O:7][C:8]2[CH:14]=[CH:13][C:12]([CH:15]=[O:16])=[CH:11][C:9]=2[CH:10]=1.[BH4-].[Na+]. Given the product [F:18][C:5]([F:4])([F:17])[C:6]1[O:7][C:8]2[CH:14]=[CH:13][C:12]([CH2:15][OH:16])=[CH:11][C:9]=2[CH:10]=1, predict the reactants needed to synthesize it.